This data is from Reaction yield outcomes from USPTO patents with 853,638 reactions. The task is: Predict the reaction yield, written as a fraction of the theoretical maximum amount of product (1.0 means a 100% yield; for example, 0.34 means a 34% yield). (1) The yield is 0.350. The catalyst is C1(C)C=CC=CC=1. The product is [NH2:30][C:29]1[C:28]([C:27]#[N:31])=[C:15]([C:17]2[CH:18]=[C:19]([CH:24]=[CH:25][CH:26]=2)[C:20]([O:22][CH3:23])=[O:21])[CH:9]=[C:8]([C:5]2[CH:6]=[CH:7][C:2]([F:1])=[CH:3][C:4]=2[O:11][CH2:12][O:13][CH3:14])[N:36]=1. The reactants are [F:1][C:2]1[CH:7]=[CH:6][C:5]([C:8](=O)[CH3:9])=[C:4]([O:11][CH2:12][O:13][CH3:14])[CH:3]=1.[CH:15]([C:17]1[CH:18]=[C:19]([CH:24]=[CH:25][CH:26]=1)[C:20]([O:22][CH3:23])=[O:21])=O.[C:27](#[N:31])[CH2:28][C:29]#[N:30].C([O-])(=O)C.[NH4+:36].[Cl-].[NH4+]. (2) The reactants are [C:1]([CH2:3][C:4]([OH:6])=O)#[N:2].[C:7](Cl)(=[O:11])[C:8](Cl)=O.O[NH:14][C:15]1C=C[CH:18]=[CH:17][CH:16]=1. The catalyst is C(Cl)Cl.CN(C=O)C. The product is [C:1]([CH2:3][C:4]([NH:14][C:15]1[CH:16]=[CH:17][CH:18]=[CH:8][C:7]=1[OH:11])=[O:6])#[N:2]. The yield is 0.710.